This data is from Forward reaction prediction with 1.9M reactions from USPTO patents (1976-2016). The task is: Predict the product of the given reaction. (1) Given the reactants [C:1]([O:5][C:6](=[O:19])[N:7]([CH2:9][CH2:10][C:11]1[CH:16]=[C:15]([F:17])[CH:14]=[CH:13][C:12]=1Br)[CH3:8])([CH3:4])([CH3:3])[CH3:2].C1(P(C2C=CC=CC=2)C2C=CC=CC=2OC2C=CC=CC=2P(C2C=CC=CC=2)C2C=CC=CC=2)C=CC=CC=1.CC(C)([O-])C.[Na+].[CH:65]([Si:68]([CH:73]([CH3:75])[CH3:74])([CH:70]([CH3:72])[CH3:71])[SH:69])([CH3:67])[CH3:66], predict the reaction product. The product is: [C:1]([O:5][C:6](=[O:19])[N:7]([CH2:9][CH2:10][C:11]1[CH:16]=[C:15]([F:17])[CH:14]=[CH:13][C:12]=1[S:69][Si:68]([CH:70]([CH3:72])[CH3:71])([CH:73]([CH3:75])[CH3:74])[CH:65]([CH3:66])[CH3:67])[CH3:8])([CH3:4])([CH3:3])[CH3:2]. (2) Given the reactants [CH3:1][C:2]1([CH3:16])[C:7](=O)[CH2:6][CH2:5][N:4]([C:9]([O:11][C:12]([CH3:15])([CH3:14])[CH3:13])=[O:10])[CH2:3]1.C([O-])(=O)C.[NH4+].C([BH3-])#[N:23].[Na+], predict the reaction product. The product is: [NH2:23][CH:7]1[CH2:6][CH2:5][N:4]([C:9]([O:11][C:12]([CH3:15])([CH3:14])[CH3:13])=[O:10])[CH2:3][C:2]1([CH3:16])[CH3:1]. (3) Given the reactants Cl[C:2]1[N:3]=[C:4]([OH:12])[C:5]2[CH:11]=[CH:10][N:9]=[CH:8][C:6]=2[N:7]=1.[CH2:13]([OH:16])[CH2:14][OH:15], predict the reaction product. The product is: [OH:15][CH2:14][CH2:13][O:16][C:2]1[N:3]=[C:4]([OH:12])[C:5]2[CH:11]=[CH:10][N:9]=[CH:8][C:6]=2[N:7]=1. (4) Given the reactants [CH3:1][C:2]1[CH:11]=[C:10]2[C:5]([C:6]([C:12]3[CH:17]=[CH:16][CH:15]=[CH:14][CH:13]=3)=[CH:7][CH:8]=[N:9]2)=[CH:4][CH:3]=1.C1C=C(Cl)C=C(C(OO)=O)C=1.[CH3:29][N:30](C)C(Cl)=O.C[Si](C#N)(C)C.C([O-])(O)=O.[Na+], predict the reaction product. The product is: [CH3:1][C:2]1[CH:11]=[C:10]2[C:5]([C:6]([C:12]3[CH:13]=[CH:14][CH:15]=[CH:16][CH:17]=3)=[CH:7][C:8]([C:29]#[N:30])=[N:9]2)=[CH:4][CH:3]=1. (5) Given the reactants [CH2:1]([O:3][C:4]1[CH:9]=[CH:8][C:7]([C:10]([N:12]2[CH2:17][CH2:16][C:15]3([C:29]4[CH:28]=[N:27][N:26]([CH3:30])[C:25]=4[C:24]4[CH:23]=[CH:22][CH:21]=[CH:20][C:19]=4[O:18]3)[CH2:14][CH2:13]2)=[O:11])=[C:6]([OH:31])[CH:5]=1)[CH3:2].C([O-])([O-])=O.[K+].[K+].I[CH:39]([CH3:41])[CH3:40], predict the reaction product. The product is: [CH2:1]([O:3][C:4]1[CH:9]=[CH:8][C:7]([C:10]([N:12]2[CH2:13][CH2:14][C:15]3([C:29]4[CH:28]=[N:27][N:26]([CH3:30])[C:25]=4[C:24]4[CH:23]=[CH:22][CH:21]=[CH:20][C:19]=4[O:18]3)[CH2:16][CH2:17]2)=[O:11])=[C:6]([O:31][CH:39]([CH3:41])[CH3:40])[CH:5]=1)[CH3:2]. (6) Given the reactants [NH2:1][C:2]1[C:3]([C:26]([O:28][CH2:29][CH3:30])=[O:27])=[N:4][C:5]([C:9]2[C:17]3[C:12](=[N:13][CH:14]=[CH:15][CH:16]=3)[N:11]([CH2:18][C:19]3[CH:24]=[CH:23][CH:22]=[CH:21][C:20]=3[F:25])[N:10]=2)=[N:6][C:7]=1[NH2:8].C1N=CN([C:36](N2C=NC=C2)=[O:37])C=1.C(N(CC)CC)C, predict the reaction product. The product is: [F:25][C:20]1[CH:21]=[CH:22][CH:23]=[CH:24][C:19]=1[CH2:18][N:11]1[C:12]2=[N:13][CH:14]=[CH:15][CH:16]=[C:17]2[C:9]([C:5]2[N:6]=[C:7]3[C:2]([NH:1][C:36](=[O:37])[NH:8]3)=[C:3]([C:26]([O:28][CH2:29][CH3:30])=[O:27])[N:4]=2)=[N:10]1. (7) Given the reactants [CH3:1][C:2]1[CH2:7][CH2:6][CH2:5][C:4]([CH3:9])([CH3:8])[C:3]=1/[CH:10]=[CH:11]/[C:12](/[CH3:40])=[CH:13]/[CH:14]=[CH:15]/[C:16](/[CH3:39])=[CH:17]/[CH:18]=[CH:19]/[CH:20]=[C:21](\[CH3:38])/[CH:22]=[CH:23]/[CH:24]=[C:25](\[CH3:37])/[CH:26]=[CH:27]/[C:28]1[C:33]([CH3:35])([CH3:34])[CH2:32][CH2:31][CH2:30][C:29]=1[CH3:36].I([O-])(=O)(=O)=[O:42].[Na+].II.C(Cl)(Cl)Cl.[OH2:53], predict the reaction product. The product is: [CH3:36][C:29]1[C:30](=[O:53])[CH2:31][CH2:32][C:33]([CH3:35])([CH3:34])[C:28]=1/[CH:27]=[CH:26]/[C:25](/[CH3:37])=[CH:24]/[CH:23]=[CH:22]/[C:21](/[CH3:38])=[CH:20]/[CH:19]=[CH:18]/[CH:17]=[C:16](\[CH3:39])/[CH:15]=[CH:14]/[CH:13]=[C:12](\[CH3:40])/[CH:11]=[CH:10]/[C:3]1[C:4]([CH3:8])([CH3:9])[CH2:5][CH2:6][C:7](=[O:42])[C:2]=1[CH3:1]. (8) Given the reactants [Br:1][C:2]1[N+:7]([O-])=[CH:6][C:5]([NH:9][CH3:10])=[C:4]([N+:11]([O-:13])=[O:12])[CH:3]=1.P(Br)(Br)Br, predict the reaction product. The product is: [Br:1][C:2]1[N:7]=[CH:6][C:5]([NH:9][CH3:10])=[C:4]([N+:11]([O-:13])=[O:12])[CH:3]=1. (9) The product is: [Cl:19][C:11]1[N:10]([CH3:13])[N:9]=[C:8]([N:3]2[C:2]([CH3:1])=[CH:6][CH:5]=[C:4]2[CH3:7])[CH:12]=1. Given the reactants [CH3:1][C:2]1[N:3]([C:8]2[CH:12]=[CH:11][N:10]([CH3:13])[N:9]=2)[C:4]([CH3:7])=[CH:5][CH:6]=1.[Li]CCCC.[Cl:19]C(Cl)(Cl)C(Cl)(Cl)Cl, predict the reaction product. (10) The product is: [CH2:1]([O:3][C:4](=[O:31])[CH2:5][O:6][C:7]1[CH:12]=[CH:11][C:10]([S:13][C:14]2[CH:19]=[C:18]([O:20][CH2:40][CH2:39][CH2:38][N:32]3[CH2:37][CH2:36][O:35][CH2:34][CH2:33]3)[CH:17]=[C:16]([C:21]#[C:22][C:23]3[CH:24]=[CH:25][C:26]([Cl:29])=[CH:27][CH:28]=3)[CH:15]=2)=[CH:9][C:8]=1[Cl:30])[CH3:2]. Given the reactants [CH2:1]([O:3][C:4](=[O:31])[CH2:5][O:6][C:7]1[CH:12]=[CH:11][C:10]([S:13][C:14]2[CH:19]=[C:18]([OH:20])[CH:17]=[C:16]([C:21]#[C:22][C:23]3[CH:28]=[CH:27][C:26]([Cl:29])=[CH:25][CH:24]=3)[CH:15]=2)=[CH:9][C:8]=1[Cl:30])[CH3:2].[N:32]1([CH2:38][CH2:39][CH2:40]O)[CH2:37][CH2:36][O:35][CH2:34][CH2:33]1.C(P(CCCC)CCCC)CCC.N(C(N1CCCCC1)=O)=NC(N1CCCCC1)=O, predict the reaction product.